This data is from Forward reaction prediction with 1.9M reactions from USPTO patents (1976-2016). The task is: Predict the product of the given reaction. Given the reactants [CH3:1][Mg]Br.[CH3:4][O:5][CH2:6][N:7]1[C:11]2[CH:12]=[CH:13][C:14]([C:16]([C:18]3[N:22]([CH2:23][O:24][CH2:25][CH2:26][Si:27]([CH3:30])([CH3:29])[CH3:28])[N:21]=[CH:20][CH:19]=3)=[O:17])=[CH:15][C:10]=2[S:9][C:8]1=[O:31], predict the reaction product. The product is: [OH:17][C:16]([C:14]1[CH:13]=[CH:12][C:11]2[N:7]([CH2:6][O:5][CH3:4])[C:8](=[O:31])[S:9][C:10]=2[CH:15]=1)([C:18]1[N:22]([CH2:23][O:24][CH2:25][CH2:26][Si:27]([CH3:30])([CH3:29])[CH3:28])[N:21]=[CH:20][CH:19]=1)[CH3:1].